Predict the reactants needed to synthesize the given product. From a dataset of Full USPTO retrosynthesis dataset with 1.9M reactions from patents (1976-2016). (1) Given the product [C:20](=[N:33][C:2]1[N:3]=[C:4]2[C:10]([Cl:11])=[CH:9][N:8]([CH2:12][O:13][CH2:14][CH2:15][Si:16]([CH3:19])([CH3:18])[CH3:17])[C:5]2=[N:6][CH:7]=1)([C:27]1[CH:28]=[CH:29][CH:30]=[CH:31][CH:32]=1)[C:21]1[CH:26]=[CH:25][CH:24]=[CH:23][CH:22]=1, predict the reactants needed to synthesize it. The reactants are: Br[C:2]1[N:3]=[C:4]2[C:10]([Cl:11])=[CH:9][N:8]([CH2:12][O:13][CH2:14][CH2:15][Si:16]([CH3:19])([CH3:18])[CH3:17])[C:5]2=[N:6][CH:7]=1.[C:20](=[NH:33])([C:27]1[CH:32]=[CH:31][CH:30]=[CH:29][CH:28]=1)[C:21]1[CH:26]=[CH:25][CH:24]=[CH:23][CH:22]=1.C([O-])([O-])=O.[Cs+].[Cs+].C1C=CC(P(C2C(C3C(P(C4C=CC=CC=4)C4C=CC=CC=4)=CC=C4C=3C=CC=C4)=C3C(C=CC=C3)=CC=2)C2C=CC=CC=2)=CC=1. (2) Given the product [C:21]([O:20][C:18]([NH:17][C@H:15]1[CH2:16][N:11]([C:9]([O:8][CH2:1][C:2]2[CH:3]=[CH:4][CH:5]=[CH:6][CH:7]=2)=[O:10])[CH2:12][C@@H:13]([C:25]([O:27][CH3:30])=[O:26])[CH2:14]1)=[O:19])([CH3:23])([CH3:24])[CH3:22], predict the reactants needed to synthesize it. The reactants are: [CH2:1]([O:8][C:9]([N:11]1[CH2:16][C@H:15]([NH:17][C:18]([O:20][C:21]([CH3:24])([CH3:23])[CH3:22])=[O:19])[CH2:14][C@H:13]([C:25]([OH:27])=[O:26])[CH2:12]1)=[O:10])[C:2]1[CH:7]=[CH:6][CH:5]=[CH:4][CH:3]=1.CO.[CH2:30](Cl)CCl.CC1C=CN=C(N)C=1C. (3) Given the product [CH2:1]([O:3][C:4]([C:6]1[N:11]=[C:10]([C:26]#[N:28])[C:9]2[N:13]=[C:14]([C:16]3[CH:21]=[CH:20][CH:19]=[C:18]([O:22][CH3:23])[CH:17]=3)[S:15][C:8]=2[C:7]=1[OH:24])=[O:5])[CH3:2], predict the reactants needed to synthesize it. The reactants are: [CH2:1]([O:3][C:4]([C:6]1[N:11]=[C:10](Br)[C:9]2[N:13]=[C:14]([C:16]3[CH:21]=[CH:20][CH:19]=[C:18]([O:22][CH3:23])[CH:17]=3)[S:15][C:8]=2[C:7]=1[OH:24])=[O:5])[CH3:2].C[C:26]([N:28](C)C)=O. (4) Given the product [OH:2][C:3]1[C:8]([OH:29])=[CH:7][CH:6]=[CH:5][C:4]=1[C:11]1[C:12](=[O:27])[O:13][C:14]2[C:19]([C:20]=1[CH3:21])=[CH:18][CH:17]=[C:16]([OH:22])[CH:15]=2, predict the reactants needed to synthesize it. The reactants are: C[O:2][C:3]1[CH:8]=[C:7](OC)[CH:6]=[CH:5][C:4]=1[C:11]1[C:12](=[O:27])[O:13][C:14]2[C:19]([C:20]=1[CH3:21])=[CH:18][CH:17]=[C:16]([O:22]C(=O)C)[C:15]=2O.C[O:29]C1C=C(OC)C=CC=1C1C(C)=C2C(=CC(OC(=O)C)(O)C=C2)OC1=O. (5) Given the product [CH3:45][O:44][C:40]1[CH:39]=[C:38]2[C:43]([C:34]([O:26][C:23]3[CH:22]=[CH:21][C:20]([NH:19][C:12]4[C:13]5[C:18](=[CH:17][CH:16]=[CH:15][CH:14]=5)[C:9]([C:6]5[CH:5]=[CH:4][C:3]([O:2][CH3:1])=[CH:8][CH:7]=5)=[N:10][N:11]=4)=[CH:25][CH:24]=3)=[CH:35][CH:36]=[N:37]2)=[N:42][CH:41]=1, predict the reactants needed to synthesize it. The reactants are: [CH3:1][O:2][C:3]1[CH:8]=[CH:7][C:6]([C:9]2[C:18]3[C:13](=[CH:14][CH:15]=[CH:16][CH:17]=3)[C:12]([NH:19][C:20]3[CH:25]=[CH:24][C:23]([OH:26])=[CH:22][CH:21]=3)=[N:11][N:10]=2)=[CH:5][CH:4]=1.C(=O)([O-])[O-].[Cs+].[Cs+].Cl[C:34]1[CH:35]=[CH:36][N:37]=[C:38]2[C:43]=1[N:42]=[CH:41][C:40]([O:44][CH3:45])=[CH:39]2. (6) Given the product [F:1][C:2]1[CH:3]=[CH:4][C:5]([O:6][CH:7]2[CH2:10][N:9]([CH2:11][CH2:12][CH2:13][NH:14][C:18]([NH:17][C:20]3[CH:25]=[CH:24][CH:23]=[C:22]([O:26][CH3:27])[CH:21]=3)=[O:19])[CH2:8]2)=[CH:15][CH:16]=1, predict the reactants needed to synthesize it. The reactants are: [F:1][C:2]1[CH:16]=[CH:15][C:5]([O:6][CH:7]2[CH2:10][N:9]([CH2:11][CH2:12][CH2:13][NH2:14])[CH2:8]2)=[CH:4][CH:3]=1.[N:17]([C:20]1[CH:25]=[CH:24][CH:23]=[C:22]([O:26][CH3:27])[CH:21]=1)=[C:18]=[O:19]. (7) The reactants are: [O:1](Cl)Cl.[Zr:4].[OH-:5].[Zr+4].[OH-].[OH-].[OH-].[N+]([O-])(O)=[O:11].[Ce:14].[La:15]. Given the product [O-2:1].[Zr+4:4].[O-2:11].[O-2:5].[Ce+3:14].[O-2:1].[O-2:1].[Ce+3:14].[O-2:1].[La+3:15].[O-2:1].[O-2:1].[La+3:15], predict the reactants needed to synthesize it.